From a dataset of Forward reaction prediction with 1.9M reactions from USPTO patents (1976-2016). Predict the product of the given reaction. (1) Given the reactants Cl[C:2]1[N:11]=[C:10]([C:12]2[CH:13]=[C:14]([NH2:18])[CH:15]=[CH:16][CH:17]=2)[C:9]2[C:4](=[CH:5][C:6]([O:21][CH3:22])=[C:7]([O:19][CH3:20])[CH:8]=2)[N:3]=1.O1CCCC1.C(O)(C)C.[CH3:32][NH2:33], predict the reaction product. The product is: [NH2:18][C:14]1[CH:13]=[C:12]([C:10]2[C:9]3[C:4](=[CH:5][C:6]([O:21][CH3:22])=[C:7]([O:19][CH3:20])[CH:8]=3)[N:3]=[C:2]([CH2:32][NH2:33])[N:11]=2)[CH:17]=[CH:16][CH:15]=1. (2) Given the reactants [CH2:1]([N:3]1[C:7]2=[N:8][C:9]([CH2:27][CH3:28])=[C:10]([CH2:19][NH:20][C:21](=[O:26])[CH2:22][C:23](O)=[O:24])[C:11]([NH:12][CH:13]3[CH2:18][CH2:17][O:16][CH2:15][CH2:14]3)=[C:6]2[CH:5]=[N:4]1)[CH3:2].[NH2:29][CH2:30][C:31]1[CH:32]=[CH:33][C:34]([F:58])=[C:35]([C:37]2[CH:42]=[CH:41][CH:40]=[C:39]([CH2:43][N:44]3[CH2:49][CH2:48][N:47](C(OC(C)(C)C)=O)[C@@H:46]([CH3:57])[CH2:45]3)[CH:38]=2)[CH:36]=1.CN(C(ON1N=NC2C=CC=CC1=2)=[N+](C)C)C.F[P-](F)(F)(F)(F)F.CCN(CC)CC, predict the reaction product. The product is: [CH2:1]([N:3]1[C:7]2=[N:8][C:9]([CH2:27][CH3:28])=[C:10]([CH2:19][NH:20][C:21](=[O:26])[CH2:22][C:23]([NH:29][CH2:30][C:31]3[CH:36]=[C:35]([C:37]4[CH:42]=[CH:41][CH:40]=[C:39]([CH2:43][N:44]5[CH2:49][CH2:48][NH:47][C@@H:46]([CH3:57])[CH2:45]5)[CH:38]=4)[C:34]([F:58])=[CH:33][CH:32]=3)=[O:24])[C:11]([NH:12][CH:13]3[CH2:14][CH2:15][O:16][CH2:17][CH2:18]3)=[C:6]2[CH:5]=[N:4]1)[CH3:2]. (3) Given the reactants [CH:1]12[N:7]([C:8]([O:10][C:11]([CH3:14])([CH3:13])[CH3:12])=[O:9])[CH:4]([CH2:5][CH2:6]1)[CH2:3][CH2:2]2.CN(C)CCN(C)C.[Li]CCCC.C1CCCCC1.[Br:34][C:35]1[CH:36]=[C:37]([CH:40]=[CH:41][CH:42]=1)[CH:38]=[O:39], predict the reaction product. The product is: [Br:34][C:35]1[CH:36]=[C:37]([CH:38]([OH:39])[C:1]23[N:7]([C:8]([O:10][C:11]([CH3:14])([CH3:13])[CH3:12])=[O:9])[CH:4]([CH2:3][CH2:2]2)[CH2:5][CH2:6]3)[CH:40]=[CH:41][CH:42]=1. (4) Given the reactants Cl[C:2]1[N:7]=[C:6]([NH:8][CH2:9][C:10]2[CH:15]=[CH:14][C:13]([O:16][CH3:17])=[C:12]([O:18][CH3:19])[CH:11]=2)[N:5]2[N:20]=[C:21]([C:23]3[O:24][CH:25]=[CH:26][CH:27]=3)[N:22]=[C:4]2[CH:3]=1.[CH:28]([C:30]1[CH:35]=[CH:34][CH:33]=[CH:32][C:31]=1OB(O)O)=[O:29].C(=O)([O-])[O-].[Na+].[Na+].CCCCCC, predict the reaction product. The product is: [CH3:19][O:18][C:12]1[CH:11]=[C:10]([CH:15]=[CH:14][C:13]=1[O:16][CH3:17])[CH2:9][NH:8][C:6]1[N:5]2[N:20]=[C:21]([C:23]3[O:24][CH:25]=[CH:26][CH:27]=3)[N:22]=[C:4]2[CH:3]=[C:2]([C:31]2[CH:32]=[CH:33][CH:34]=[CH:35][C:30]=2[CH:28]=[O:29])[N:7]=1. (5) Given the reactants Br[C:2]1[CH:7]=[CH:6][N:5]2[C:8]([C:11]3[CH:12]=[C:13]([NH:18][S:19]([N:22]([CH3:24])[CH3:23])(=[O:21])=[O:20])[C:14]([Cl:17])=[N:15][CH:16]=3)=[CH:9][N:10]=[C:4]2[CH:3]=1.CC1(C)C(C)(C)OB([C:33]2[CH:34]=[N:35][CH:36]=[CH:37][CH:38]=2)O1.C(=O)([O-])[O-].[Na+].[Na+], predict the reaction product. The product is: [Cl:17][C:14]1[C:13]([NH:18][S:19]([N:22]([CH3:24])[CH3:23])(=[O:21])=[O:20])=[CH:12][C:11]([C:8]2[N:5]3[CH:6]=[CH:7][C:2]([C:33]4[CH:34]=[N:35][CH:36]=[CH:37][CH:38]=4)=[CH:3][C:4]3=[N:10][CH:9]=2)=[CH:16][N:15]=1.